From a dataset of Peptide-MHC class I binding affinity with 185,985 pairs from IEDB/IMGT. Regression. Given a peptide amino acid sequence and an MHC pseudo amino acid sequence, predict their binding affinity value. This is MHC class I binding data. (1) The peptide sequence is AKNISGQSP. The MHC is HLA-A24:02 with pseudo-sequence HLA-A24:02. The binding affinity (normalized) is 0. (2) The peptide sequence is LLDDGWAGE. The MHC is HLA-A26:01 with pseudo-sequence HLA-A26:01. The binding affinity (normalized) is 0.0847. (3) The peptide sequence is NTFVNFNSVK. The MHC is HLA-A03:01 with pseudo-sequence HLA-A03:01. The binding affinity (normalized) is 0.601. (4) The peptide sequence is LYVAGVPEL. The MHC is HLA-B46:01 with pseudo-sequence HLA-B46:01. The binding affinity (normalized) is 0.0847. (5) The peptide sequence is ELIKELPGY. The MHC is HLA-B39:01 with pseudo-sequence HLA-B39:01. The binding affinity (normalized) is 0.0847.